Task: Predict the reactants needed to synthesize the given product.. Dataset: Full USPTO retrosynthesis dataset with 1.9M reactions from patents (1976-2016) Given the product [C:33]([O:37][C:38]([C:39]1[C:40]([O:44][CH2:45][C:46]2[CH:51]=[CH:50][CH:49]=[CH:48][CH:47]=2)=[C:41]([OH:42])[N:16]=[C:14]([CH2:13][C:8]2([C:5]3[CH:4]=[CH:3][C:2]([Cl:1])=[CH:7][CH:6]=3)[CH2:12][CH2:11][CH2:10][CH2:9]2)[N:15]=1)=[O:53])([CH3:36])([CH3:34])[CH3:35], predict the reactants needed to synthesize it. The reactants are: [Cl:1][C:2]1[CH:7]=[CH:6][C:5]([C:8]2([CH2:13][C:14]([NH2:16])=[NH:15])[CH2:12][CH2:11][CH2:10][CH2:9]2)=[CH:4][CH:3]=1.Cl.C1(C2(CC(N)=N)CCCC2)C=CC=CC=1.[C:33]([O:37][C:38](=[O:53])/[C:39](/O)=[C:40](\[O:44][CH2:45][C:46]1[CH:51]=[CH:50][CH:49]=[CH:48][CH:47]=1)/[C:41](O)=[O:42])([CH3:36])([CH3:35])[CH3:34].C[O-].[Na+].